This data is from Forward reaction prediction with 1.9M reactions from USPTO patents (1976-2016). The task is: Predict the product of the given reaction. (1) Given the reactants Cl[C:2]1[CH:7]=[CH:6][N:5]=[C:4]2[N:8](S(C3C=CC(C)=CC=3)(=O)=O)[C:9]([C:11]3[C:19]4[C:14](=[CH:15][CH:16]=[C:17]([C:20]([O:22][CH3:23])=[O:21])[CH:18]=4)[N:13]([CH3:24])[CH:12]=3)=[CH:10][C:3]=12.[CH3:35][N:36](C)C(=O)C, predict the reaction product. The product is: [C:35]([C:2]1[CH:7]=[CH:6][N:5]=[C:4]2[NH:8][C:9]([C:11]3[C:19]4[C:14](=[CH:15][CH:16]=[C:17]([C:20]([O:22][CH3:23])=[O:21])[CH:18]=4)[N:13]([CH3:24])[CH:12]=3)=[CH:10][C:3]=12)#[N:36]. (2) Given the reactants [CH2:1]([OH:4])[CH2:2]O.[CH2:5]([C:8]1[C:16]2[O:15][N:14]=[C:13]([CH2:17][C:18]([CH3:21])([CH3:20])[CH3:19])[C:12]=2[CH:11]=[CH:10][C:9]=1[O:22][CH2:23][CH2:24]CC#N)[CH2:6][CH3:7].[OH-:28].[Na+].Cl, predict the reaction product. The product is: [CH2:5]([C:8]1[C:16]2[O:15][N:14]=[C:13]([CH2:17][C:18]([CH3:21])([CH3:20])[CH3:19])[C:12]=2[CH:11]=[CH:10][C:9]=1[O:22][CH2:23][CH2:24][CH2:2][C:1]([OH:4])=[O:28])[CH2:6][CH3:7]. (3) Given the reactants O=[C:2]1[C:11]([C:12]2[CH:17]=[CH:16][CH:15]=[CH:14][CH:13]=2)=[CH:10][C:9]2[C:8]([C:18]#[N:19])=[N:7][CH:6]=[CH:5][C:4]=2[NH:3]1.O=P(Cl)(Cl)[Cl:22], predict the reaction product. The product is: [Cl:22][C:2]1[C:11]([C:12]2[CH:17]=[CH:16][CH:15]=[CH:14][CH:13]=2)=[CH:10][C:9]2[C:8]([C:18]#[N:19])=[N:7][CH:6]=[CH:5][C:4]=2[N:3]=1. (4) Given the reactants N(C(OC(C)C)=O)=NC(OC(C)C)=O.[CH2:15]([O:22][C:23]([N:25]1[CH2:30][CH2:29][N:28]([C:31]2[CH:36]=[CH:35][CH:34]=[CH:33][C:32]=2[OH:37])[CH2:27][CH2:26]1)=[O:24])[C:16]1[CH:21]=[CH:20][CH:19]=[CH:18][CH:17]=1.[C:38]([O:42][C:43]([N:45]1[CH2:50][CH2:49][CH:48](O)[CH2:47][CH2:46]1)=[O:44])([CH3:41])([CH3:40])[CH3:39].C1(P(C2C=CC=CC=2)C2C=CC=CC=2)C=CC=CC=1, predict the reaction product. The product is: [CH2:15]([O:22][C:23]([N:25]1[CH2:30][CH2:29][N:28]([C:31]2[CH:36]=[CH:35][CH:34]=[CH:33][C:32]=2[O:37][CH:48]2[CH2:49][CH2:50][N:45]([C:43]([O:42][C:38]([CH3:41])([CH3:40])[CH3:39])=[O:44])[CH2:46][CH2:47]2)[CH2:27][CH2:26]1)=[O:24])[C:16]1[CH:17]=[CH:18][CH:19]=[CH:20][CH:21]=1. (5) Given the reactants [Cl:1][C:2]1[CH:7]=[C:6]([Cl:8])[C:5]([CH3:9])=[CH:4][C:3]=1[CH2:10]Cl.[C-:12]#[N:13].[K+].COC(C)(C)C, predict the reaction product. The product is: [Cl:1][C:2]1[CH:7]=[C:6]([Cl:8])[C:5]([CH3:9])=[CH:4][C:3]=1[CH2:10][C:12]#[N:13]. (6) Given the reactants Br[CH2:2][C:3]1[C:8]([O:9][CH3:10])=[CH:7][CH:6]=[CH:5][C:4]=1[Cl:11].[CH3:12][C:13]1[N:18]=[C:17]([SH:19])[N:16]=[C:15]([OH:20])[CH:14]=1.C(=O)([O-])[O-].[K+].[K+].O, predict the reaction product. The product is: [Cl:11][C:4]1[CH:5]=[CH:6][CH:7]=[C:8]([O:9][CH3:10])[C:3]=1[CH2:2][S:19][C:17]1[N:16]=[C:15]([OH:20])[CH:14]=[C:13]([CH3:12])[N:18]=1. (7) The product is: [CH3:1][O:2][C:3]([C:4]1[CH:9]=[CH:8][C:7]2[N:10]([CH2:11][CH2:12][O:13][CH3:14])[C:32]([NH:17][C:18]3[S:19][C:20]4[CH:26]=[C:25]([O:27][C:28]([F:31])([F:29])[F:30])[CH:24]=[CH:23][C:21]=4[N:22]=3)=[N:15][C:6]=2[CH:5]=1)=[O:16]. Given the reactants [CH3:1][O:2][C:3](=[O:16])[C:4]1[CH:9]=[CH:8][C:7]([NH:10][CH2:11][CH2:12][O:13][CH3:14])=[C:6]([NH2:15])[CH:5]=1.[NH2:17][C:18]1[S:19][C:20]2[CH:26]=[C:25]([O:27][C:28]([F:31])([F:30])[F:29])[CH:24]=[CH:23][C:21]=2[N:22]=1.[C:32](N1C=CN=C1)(N1C=CN=C1)=S.C(Cl)CCl, predict the reaction product.